Dataset: Catalyst prediction with 721,799 reactions and 888 catalyst types from USPTO. Task: Predict which catalyst facilitates the given reaction. (1) Reactant: [CH3:1][CH2:2][CH2:3][S:4]([NH:7][C:8]1[CH:9]=[CH:10][C:11]([F:33])=[C:12]([C:15]([C:17]2[C:21]3[CH:22]=[C:23]([C:26]4[CH:27]=[CH:28][C:29]([Cl:32])=[CH:30][CH:31]=4)[CH:24]=[N:25][C:20]=3[NH:19][CH:18]=2)=[O:16])[C:13]=1[F:14])(=[O:6])=[O:5].[ClH:34].C(O)C. Product: [CH3:1][CH2:2][CH2:3][S:4]([NH:7][C:8]1[CH:9]=[CH:10][C:11]([F:33])=[C:12]([C:15]([C:17]2[C:21]3[CH:22]=[C:23]([C:26]4[CH:27]=[CH:28][C:29]([Cl:32])=[CH:30][CH:31]=4)[CH:24]=[N:25][C:20]=3[NH:19][CH:18]=2)=[O:16])[C:13]=1[F:14])(=[O:6])=[O:5].[ClH:34]. The catalyst class is: 21. (2) Reactant: C(OC([N:8]1[CH2:13][CH2:12][CH:11]([N:14]([C:16](=[O:44])[CH:17]([NH:22][C:23](=[O:43])[CH:24]([CH2:37][CH:38]2[CH2:42][CH2:41][CH2:40][CH2:39]2)[CH2:25][N:26]([O:29][CH2:30][C:31]2[CH:36]=[CH:35][CH:34]=[CH:33][CH:32]=2)[CH:27]=[O:28])[C:18]([CH3:21])([CH3:20])[CH3:19])[CH3:15])[CH2:10][CH2:9]1)=O)(C)(C)C.C(O)(=O)C.B(F)(F)F.CCOCC. The catalyst class is: 4. Product: [CH2:30]([O:29][N:26]([CH:27]=[O:28])[CH2:25][CH:24]([CH2:37][CH:38]1[CH2:39][CH2:40][CH2:41][CH2:42]1)[C:23]([NH:22][CH:17]([C:18]([CH3:21])([CH3:20])[CH3:19])[C:16]([N:14]([CH3:15])[CH:11]1[CH2:12][CH2:13][NH:8][CH2:9][CH2:10]1)=[O:44])=[O:43])[C:31]1[CH:32]=[CH:33][CH:34]=[CH:35][CH:36]=1. (3) Reactant: [C:1]([C:3]1[CH:4]=[C:5]([C:9]2[C:18]3[C:13](=[C:14]4[CH:22]=[CH:21][CH:20]=[CH:19][C:15]4=[CH:16][CH:17]=3)[NH:12][C:11](=[O:23])[N:10]=2)[CH:6]=[CH:7][CH:8]=1)#[N:2].C([Sn]([N:37]=[N+:38]=[N-:39])(CCCC)CCCC)CCC.[OH-].[Na+]. Product: [NH:37]1[C:1]([C:3]2[CH:4]=[C:5]([C:9]3[C:18]4[C:13](=[C:14]5[CH:22]=[CH:21][CH:20]=[CH:19][C:15]5=[CH:16][CH:17]=4)[NH:12][C:11](=[O:23])[N:10]=3)[CH:6]=[CH:7][CH:8]=2)=[N:2][N:39]=[N:38]1. The catalyst class is: 3. (4) Reactant: [F:1][C:2]([F:17])([F:16])[C:3]1[CH:8]=[CH:7][C:6]([C:9]2[CH:14]=[CH:13][C:12]([NH2:15])=[CH:11][CH:10]=2)=[CH:5][CH:4]=1.[S-:18][C:19]#[N:20].[NH4+]. Product: [F:1][C:2]([F:16])([F:17])[C:3]1[CH:8]=[CH:7][C:6]([C:9]2[CH:14]=[CH:13][C:12]([NH:15][C:19]([NH2:20])=[S:18])=[CH:11][CH:10]=2)=[CH:5][CH:4]=1. The catalyst class is: 223. (5) Reactant: Cl[C:2]1[N:7]=[C:6]2[NH:8][N:9]=[C:10]([C:11]3[CH:16]=[CH:15][N:14]=[C:13]([S:17][CH3:18])[N:12]=3)[C:5]2=[CH:4][N:3]=1.[N:19]1([CH2:24][CH2:25][NH2:26])[CH2:23][CH2:22][CH2:21][CH2:20]1.C(N(CC)CC)C. Product: [CH3:18][S:17][C:13]1[N:12]=[C:11]([C:10]2[C:5]3[C:6](=[N:7][C:2]([NH:26][CH2:25][CH2:24][N:19]4[CH2:23][CH2:22][CH2:21][CH2:20]4)=[N:3][CH:4]=3)[NH:8][N:9]=2)[CH:16]=[CH:15][N:14]=1. The catalyst class is: 41. (6) The catalyst class is: 18. Product: [C:1]([O:4][C:5]1[CH:15]=[CH:14][CH:13]=[CH:12][C:6]=1[C:7]([O:9][CH2:10][O:29][C:27](=[O:28])[C:26]1[CH:25]=[CH:24][C:23]([O:22][CH2:21][CH:20]([O:19][N+:16]([O-:18])=[O:17])[CH2:32][O:33][N+:34]([O-:36])=[O:35])=[CH:31][CH:30]=1)=[O:8])(=[O:3])[CH3:2]. Reactant: [C:1]([O:4][C:5]1[CH:15]=[CH:14][CH:13]=[CH:12][C:6]=1[C:7]([O:9][CH2:10]Cl)=[O:8])(=[O:3])[CH3:2].[N+:16]([O:19][CH:20]([CH2:32][O:33][N+:34]([O-:36])=[O:35])[CH2:21][O:22][C:23]1[CH:31]=[CH:30][C:26]([C:27]([OH:29])=[O:28])=[CH:25][CH:24]=1)([O-:18])=[O:17].CCN(CC)CC.